This data is from Reaction yield outcomes from USPTO patents with 853,638 reactions. The task is: Predict the reaction yield, written as a fraction of the theoretical maximum amount of product (1.0 means a 100% yield; for example, 0.34 means a 34% yield). (1) The reactants are [O:1]=[C:2]1[N:6]2[CH:7]=[CH:8][C:9]3[C:10](=[O:38])[C:11]([C:21]4[CH:26]=[CH:25][C:24]([C:27]5([NH:31]S(C(C)(C)C)=O)[CH2:30][O:29][CH2:28]5)=[CH:23][CH:22]=4)=[C:12]([C:15]4[CH:20]=[CH:19][CH:18]=[CH:17][CH:16]=4)[O:13][C:14]=3[C:5]2=[N:4][N:3]1COCC[Si](C)(C)C.Cl.O1CCOCC1. The catalyst is CO. The product is [NH2:31][C:27]1([C:24]2[CH:25]=[CH:26][C:21]([C:11]3[C:10](=[O:38])[C:9]4[CH:8]=[CH:7][N:6]5[C:2](=[O:1])[NH:3][N:4]=[C:5]5[C:14]=4[O:13][C:12]=3[C:15]3[CH:20]=[CH:19][CH:18]=[CH:17][CH:16]=3)=[CH:22][CH:23]=2)[CH2:30][O:29][CH2:28]1. The yield is 0.520. (2) No catalyst specified. The reactants are [S:1]1[C:5]2[CH:6]=[CH:7][CH:8]=[CH:9][C:4]=2[N:3]=[C:2]1[O:10][CH2:11][CH:12]1[CH2:17][CH2:16][CH2:15][NH:14][CH2:13]1.F[C:19]1[CH:26]=[CH:25][CH:24]=[CH:23][C:20]=1[CH:21]=[O:22]. The yield is 0.120. The product is [S:1]1[C:5]2[CH:6]=[CH:7][CH:8]=[CH:9][C:4]=2[N:3]=[C:2]1[O:10][CH2:11][CH:12]1[CH2:17][CH2:16][CH2:15][N:14]([C:19]2[CH:26]=[CH:25][CH:24]=[CH:23][C:20]=2[CH:21]=[O:22])[CH2:13]1. (3) The reactants are [CH:1]([C:3]1[CH:8]=[CH:7][C:6]([C:9]([CH3:13])([CH3:12])[C:10]#[N:11])=[CH:5][C:4]=1[CH3:14])=O.[BH4-].[Na+].[NH3:17]. The catalyst is CO.CC(O[Ti](OC(C)C)(OC(C)C)OC(C)C)C. The product is [NH2:17][CH2:1][C:3]1[CH:8]=[CH:7][C:6]([C:9]([CH3:13])([CH3:12])[C:10]#[N:11])=[CH:5][C:4]=1[CH3:14]. The yield is 0.870. (4) The reactants are [NH2:1][C:2]1[CH:3]=[C:4]2[C:8](=[CH:9][C:10]=1[F:11])[C:7](=O)[C:6]([CH2:19][CH2:20][CH2:21][CH3:22])([CH2:13][CH2:14][C:15](=[O:18])[CH2:16][CH3:17])[CH2:5]2.C(O)(=O)C.Cl.C([O-])(O)=O.[Na+]. The catalyst is C(Cl)Cl. The product is [NH2:1][C:2]1[CH:3]=[C:4]2[C:8]([C:7]3[C:6]([CH2:19][CH2:20][CH2:21][CH3:22])([CH2:5]2)[CH2:13][CH2:14][C:15](=[O:18])[C:16]=3[CH3:17])=[CH:9][C:10]=1[F:11]. The yield is 0.830.